From a dataset of hERG channel blocking data for cardiac toxicity assessment. Regression/Classification. Given a drug SMILES string, predict its toxicity properties. Task type varies by dataset: regression for continuous values (e.g., LD50, hERG inhibition percentage) or binary classification for toxic/non-toxic outcomes (e.g., AMES mutagenicity, cardiotoxicity, hepatotoxicity). Dataset: herg. The compound is CCC(=O)c1cn(-c2ccc(F)cc2)c2ccc(Cl)cc12. The result is 0 (non-blocker).